Predict which catalyst facilitates the given reaction. From a dataset of Catalyst prediction with 721,799 reactions and 888 catalyst types from USPTO. (1) The catalyst class is: 31. Reactant: [NH2:1][C:2]1[N:7]=[C:6]([C:8]2[S:12][C:11]3[CH:13]=[CH:14][C:15]([CH2:17][C:18]4[CH:19]=[C:20]([CH:24]=[CH:25][CH:26]=4)[C:21]([OH:23])=O)=[CH:16][C:10]=3[C:9]=2[CH3:27])[CH:5]=[CH:4][N:3]=1.[O:28]1[CH2:33][CH2:32][N:31]([C:34]2[CH:40]=[CH:39][C:37]([NH2:38])=[CH:36][CH:35]=2)[CH2:30][CH2:29]1.CN(C(ON1N=NC2C=CC=NC1=2)=[N+](C)C)C.F[P-](F)(F)(F)(F)F.C(N(CC)CC)C. Product: [NH2:1][C:2]1[N:7]=[C:6]([C:8]2[S:12][C:11]3[CH:10]=[CH:16][C:15]([CH2:17][C:18]4[CH:19]=[C:20]([CH:24]=[CH:25][CH:26]=4)[C:21]([NH:38][C:37]4[CH:36]=[CH:35][C:34]([N:31]5[CH2:32][CH2:33][O:28][CH2:29][CH2:30]5)=[CH:40][CH:39]=4)=[O:23])=[CH:14][C:13]=3[C:9]=2[CH3:27])[CH:5]=[CH:4][N:3]=1. (2) Reactant: [CH3:1][O:2][C:3]1[CH:4]=[CH:5][C:6]2[NH:12][C:11](=[O:13])[N:10]([CH:14]3[CH2:19][CH2:18][N:17]([C:20]4[N:25]=[CH:24][N:23]=[C:22]([C:26]([OH:28])=O)[CH:21]=4)[CH2:16][CH2:15]3)[CH2:9][CH2:8][C:7]=2[CH:29]=1.[F:30][C:31]1[CH:39]=[C:38]2[C:34]([CH2:35][CH2:36][NH:37]2)=[CH:33][CH:32]=1.CN(C(ON1N=NC2C=CC=CC1=2)=[N+](C)C)C.[B-](F)(F)(F)F. Product: [F:30][C:31]1[CH:39]=[C:38]2[C:34]([CH2:35][CH2:36][N:37]2[C:26]([C:22]2[N:23]=[CH:24][N:25]=[C:20]([N:17]3[CH2:18][CH2:19][CH:14]([N:10]4[CH2:9][CH2:8][C:7]5[CH:29]=[C:3]([O:2][CH3:1])[CH:4]=[CH:5][C:6]=5[NH:12][C:11]4=[O:13])[CH2:15][CH2:16]3)[CH:21]=2)=[O:28])=[CH:33][CH:32]=1. The catalyst class is: 3. (3) Reactant: CS(C)=O.C(Cl)(=O)C(Cl)=O.C(OC(=O)[NH:17][C@H:18]([C:20](=[O:36])[N:21]([CH2:25][CH2:26][CH2:27][O:28][CH2:29][C:30]1[CH:35]=[CH:34][CH:33]=[CH:32][CH:31]=1)[CH2:22][CH2:23]O)[CH3:19])(C)(C)C.C(N(CC)CC)C.C([SiH](CC)CC)C.FC(F)(F)C(O)=O. Product: [CH2:29]([O:28][CH2:27][CH2:26][CH2:25][N:21]1[CH2:22][CH2:23][NH:17][C@@H:18]([CH3:19])[C:20]1=[O:36])[C:30]1[CH:31]=[CH:32][CH:33]=[CH:34][CH:35]=1. The catalyst class is: 4. (4) Reactant: [Cl:1][C:2]1[C:3]([O:12][CH3:13])=[C:4]([CH2:8][C:9]([OH:11])=O)[CH:5]=[CH:6][CH:7]=1.[CH2:14]([N:18]1[C:26]2[N:25]=[C:24]([Cl:27])[NH:23][C:22]=2[C:21](=[O:28])[N:20]([CH2:29][CH2:30][CH2:31]/[C:32](=[N:35]/[H])/[NH:33]O)[C:19]1=[O:37])[CH2:15][CH2:16][CH3:17]. Product: [CH2:14]([N:18]1[C:26]2[N:25]=[C:24]([Cl:27])[NH:23][C:22]=2[C:21](=[O:28])[N:20]([CH2:29][CH2:30][CH2:31][C:32]2[N:33]=[C:9]([CH2:8][C:4]3[CH:5]=[CH:6][CH:7]=[C:2]([Cl:1])[C:3]=3[O:12][CH3:13])[O:11][N:35]=2)[C:19]1=[O:37])[CH2:15][CH2:16][CH3:17]. The catalyst class is: 3. (5) Reactant: [Br:1][C:2]1[C:11]([CH:12]([CH3:14])[CH3:13])=[CH:10][C:9]2[C:4](=[CH:5][CH:6]=[C:7]([O:15][CH3:16])[CH:8]=2)[C:3]=1[OH:17].C(N(C(C)C)CC)(C)C.[CH3:27][O:28][CH2:29]Cl. Product: [C:3]1(=[O:17])[C:4]2[C:9](=[CH:8][CH:7]=[CH:6][CH:5]=2)[CH2:10][CH2:11][CH2:2]1.[Br:1][C:2]1[C:11]([CH:12]([CH3:13])[CH3:14])=[CH:10][C:9]2[C:4](=[CH:5][CH:6]=[C:7]([O:15][CH3:16])[CH:8]=2)[C:3]=1[O:17][CH2:27][O:28][CH3:29]. The catalyst class is: 677. (6) Reactant: [H-].[Al+3].[Li+].[H-].[H-].[H-].C([O:9][C:10]([C:12]1[CH:13]=[N:14][N:15]([C:18]2[CH:23]=[CH:22][CH:21]=[CH:20][N:19]=2)[C:16]=1[CH3:17])=O)C.S([O-])([O-])(=O)=O.[Na+].[Na+]. Product: [CH3:17][C:16]1[N:15]([C:18]2[CH:23]=[CH:22][CH:21]=[CH:20][N:19]=2)[N:14]=[CH:13][C:12]=1[CH2:10][OH:9]. The catalyst class is: 7.